This data is from CYP2C9 inhibition data for predicting drug metabolism from PubChem BioAssay. The task is: Regression/Classification. Given a drug SMILES string, predict its absorption, distribution, metabolism, or excretion properties. Task type varies by dataset: regression for continuous measurements (e.g., permeability, clearance, half-life) or binary classification for categorical outcomes (e.g., BBB penetration, CYP inhibition). Dataset: cyp2c9_veith. The drug is O=S(=O)(c1ccccc1)N1CCC2(CCCN(Cc3ccccc3)C2)CC1. The result is 0 (non-inhibitor).